From a dataset of Reaction yield outcomes from USPTO patents with 853,638 reactions. Predict the reaction yield, written as a fraction of the theoretical maximum amount of product (1.0 means a 100% yield; for example, 0.34 means a 34% yield). (1) The reactants are [CH2:1]([O:8][N:9]1[C:15](=[O:16])[N:14]2[CH2:17][C@H:10]1[CH2:11][CH2:12][C@H:13]2[C:18]([OH:20])=O)[C:2]1[CH:7]=[CH:6][CH:5]=[CH:4][CH:3]=1.[C:21]([O:25][C:26](=[O:35])[N:27]([CH2:31][CH2:32][O:33][NH2:34])[CH:28]([CH3:30])[CH3:29])([CH3:24])([CH3:23])[CH3:22]. No catalyst specified. The product is [C:21]([O:25][C:26](=[O:35])[N:27]([CH2:31][CH2:32][O:33][NH:34][C:18]([C@@H:13]1[CH2:12][CH2:11][C@@H:10]2[CH2:17][N:14]1[C:15](=[O:16])[N:9]2[O:8][CH2:1][C:2]1[CH:3]=[CH:4][CH:5]=[CH:6][CH:7]=1)=[O:20])[CH:28]([CH3:30])[CH3:29])([CH3:22])([CH3:24])[CH3:23]. The yield is 0.810. (2) The reactants are [Cl:1][C:2]1[N:7]=[C:6]([NH:8][C@H:9]2[CH2:14][CH2:13][C@H:12]([NH:15][C:16](=[O:22])[O:17][C:18]([CH3:21])([CH3:20])[CH3:19])[CH2:11][CH2:10]2)[CH:5]=[C:4](I)[CH:3]=1.[B:24]1([B:24]2[O:28][C:27]([CH3:30])([CH3:29])[C:26]([CH3:32])([CH3:31])[O:25]2)[O:28][C:27]([CH3:30])([CH3:29])[C:26]([CH3:32])([CH3:31])[O:25]1.C([O-])(=O)C.[K+]. The catalyst is CN(C=O)C.C1C=CC(P(C2C=CC=CC=2)[C-]2C=CC=C2)=CC=1.C1C=CC(P(C2C=CC=CC=2)[C-]2C=CC=C2)=CC=1.Cl[Pd]Cl.[Fe+2].C(Cl)Cl. The product is [Cl:1][C:2]1[N:7]=[C:6]([NH:8][C@H:9]2[CH2:14][CH2:13][C@H:12]([NH:15][C:16](=[O:22])[O:17][C:18]([CH3:21])([CH3:20])[CH3:19])[CH2:11][CH2:10]2)[CH:5]=[C:4]([B:24]2[O:28][C:27]([CH3:30])([CH3:29])[C:26]([CH3:32])([CH3:31])[O:25]2)[CH:3]=1. The yield is 0.560. (3) The reactants are [F:1][C:2]1[CH:3]=[C:4]([NH:9][CH2:10][CH2:11][NH:12][CH2:13][C:14]2([C:21]3[CH:26]=[CH:25][C:24]([I:27])=[CH:23][CH:22]=3)[CH2:19][CH2:18][N:17]([CH3:20])[CH2:16][CH2:15]2)[CH:5]=[CH:6][C:7]=1[F:8].Cl[C:29](Cl)([O:31]C(=O)OC(Cl)(Cl)Cl)Cl. The catalyst is C1COCC1.CCOC(C)=O. The product is [F:1][C:2]1[CH:3]=[C:4]([N:9]2[CH2:10][CH2:11][N:12]([CH2:13][C:14]3([C:21]4[CH:26]=[CH:25][C:24]([I:27])=[CH:23][CH:22]=4)[CH2:15][CH2:16][N:17]([CH3:20])[CH2:18][CH2:19]3)[C:29]2=[O:31])[CH:5]=[CH:6][C:7]=1[F:8]. The yield is 0.0500. (4) The reactants are [Cl-].O[NH3+:3].[C:4](=[O:7])([O-])[OH:5].[Na+].CS(C)=O.[O:13]=[C:14]1[C:19]([CH2:20][C:21]2[CH:26]=[CH:25][C:24]([C:27]3[C:28]([C:33]#[N:34])=[CH:29][CH:30]=[CH:31][CH:32]=3)=[CH:23][CH:22]=2)=[C:18]([CH2:35][CH2:36][CH3:37])[N:17]2[N:38]=[CH:39][N:40]=[C:16]2[N:15]1[CH:41]1[CH2:46][CH2:45][O:44][CH2:43][CH2:42]1. The yield is 0.560. The catalyst is C(OCC)(=O)C. The product is [O:7]=[C:4]1[O:5][N:3]=[C:33]([C:28]2[CH:29]=[CH:30][CH:31]=[CH:32][C:27]=2[C:24]2[CH:23]=[CH:22][C:21]([CH2:20][C:19]3[C:14](=[O:13])[N:15]([CH:41]4[CH2:42][CH2:43][O:44][CH2:45][CH2:46]4)[C:16]4[N:17]([N:38]=[CH:39][N:40]=4)[C:18]=3[CH2:35][CH2:36][CH3:37])=[CH:26][CH:25]=2)[NH:34]1. (5) The reactants are [C:1]([C:3]1[CH:11]=[CH:10][C:6]([C:7]([OH:9])=[O:8])=[CH:5][C:4]=1F)#[N:2].O.[NH2:14][NH2:15]. The catalyst is C(O)CCC. The product is [NH2:2][C:1]1[C:3]2[C:4](=[CH:5][C:6]([C:7]([OH:9])=[O:8])=[CH:10][CH:11]=2)[NH:15][N:14]=1. The yield is 0.260. (6) The reactants are [Br:1][C:2]1[N:3]=[C:4]([CH:18]2[CH2:20][CH2:19]2)[NH:5][C:6]=1[C:7]1[CH:12]=[CH:11][N:10]=[C:9]([NH:13][CH2:14][C@@H:15]([NH2:17])[CH3:16])[N:8]=1.C1COCC1.O.C([O-])(O)=O.[Na+].Cl[C:33]([O:35][CH3:36])=[O:34]. The catalyst is O. The product is [Br:1][C:2]1[N:3]=[C:4]([CH:18]2[CH2:20][CH2:19]2)[NH:5][C:6]=1[C:7]1[CH:12]=[CH:11][N:10]=[C:9]([NH:13][CH2:14][C@@H:15]([NH:17][C:33](=[O:34])[O:35][CH3:36])[CH3:16])[N:8]=1. The yield is 0.890. (7) The reactants are FC(F)(F)S(O[C:7]1[CH:8]=[C:9]2[C:14](=[CH:15][CH:16]=1)[C:13]([C:17]([O:19][CH2:20][CH3:21])=[O:18])=[CH:12][CH:11]=[CH:10]2)(=O)=O.C([O-])([O-])=O.[Na+].[Na+].[OH:30][C:31]1[CH:36]=[CH:35][C:34](B(O)O)=[CH:33][CH:32]=1. The catalyst is COCCOC.O.CCOC(C)=O.[Pd].C1(P(C2C=CC=CC=2)C2C=CC=CC=2)C=CC=CC=1.C1(P(C2C=CC=CC=2)C2C=CC=CC=2)C=CC=CC=1.C1(P(C2C=CC=CC=2)C2C=CC=CC=2)C=CC=CC=1.C1(P(C2C=CC=CC=2)C2C=CC=CC=2)C=CC=CC=1. The product is [OH:30][C:31]1[CH:36]=[CH:35][C:34]([C:7]2[CH:8]=[C:9]3[C:14](=[CH:15][CH:16]=2)[C:13]([C:17]([O:19][CH2:20][CH3:21])=[O:18])=[CH:12][CH:11]=[CH:10]3)=[CH:33][CH:32]=1. The yield is 0.920. (8) The reactants are CC1(C)C(C)(C)OB([C:9]2[CH2:14][CH2:13][N:12]([C:15]([O:17][C:18]([CH3:21])([CH3:20])[CH3:19])=[O:16])[CH2:11][CH:10]=2)O1.Br[C:24]1[CH:29]=[CH:28][CH:27]=[CH:26][N:25]=1.[O-]P([O-])([O-])=O.[K+].[K+].[K+]. The catalyst is O1CCOCC1.O.C1C=CC([P]([Pd]([P](C2C=CC=CC=2)(C2C=CC=CC=2)C2C=CC=CC=2)([P](C2C=CC=CC=2)(C2C=CC=CC=2)C2C=CC=CC=2)[P](C2C=CC=CC=2)(C2C=CC=CC=2)C2C=CC=CC=2)(C2C=CC=CC=2)C2C=CC=CC=2)=CC=1. The product is [N:25]1[CH:26]=[CH:27][CH:28]=[CH:29][C:24]=1[C:9]1[CH2:14][CH2:13][N:12]([C:15]([O:17][C:18]([CH3:19])([CH3:20])[CH3:21])=[O:16])[CH2:11][CH:10]=1. The yield is 0.700. (9) The reactants are [Br:1][C:2]1[CH:3]=[CH:4][C:5]([O:15][CH2:16][C:17]2[CH:22]=[CH:21][C:20]([F:23])=[CH:19][CH:18]=2)=[C:6]([C:8](=O)[CH2:9][CH2:10][C:11](=O)[CH3:12])[CH:7]=1.[CH3:24][O:25][C:26](=[O:38])[C:27]1[CH:32]=[C:31]([NH2:33])[CH:30]=[CH:29][C:28]=1[NH:34][C:35](=[O:37])[CH3:36].CC1C=CC(S(O)(=O)=O)=CC=1. The catalyst is CN1C(=O)CCC1.CCOC(C)=O. The product is [CH3:24][O:25][C:26](=[O:38])[C:27]1[C:28]([NH:34][C:35](=[O:37])[CH3:36])=[CH:29][CH:30]=[C:31]([N:33]2[C:11]([CH3:12])=[CH:10][CH:9]=[C:8]2[C:6]2[CH:7]=[C:2]([Br:1])[CH:3]=[CH:4][C:5]=2[O:15][CH2:16][C:17]2[CH:22]=[CH:21][C:20]([F:23])=[CH:19][CH:18]=2)[CH:32]=1. The yield is 0.660.